This data is from Forward reaction prediction with 1.9M reactions from USPTO patents (1976-2016). The task is: Predict the product of the given reaction. (1) Given the reactants [H-].[Na+].[C:3]([CH2:5][CH2:6][CH2:7][CH2:8][CH:9]([C:16]([O:18][CH2:19][CH:20]=[CH2:21])=[O:17])[C:10]([O:12][CH2:13][CH:14]=[CH2:15])=[O:11])#[N:4].Br[CH2:23][CH2:24][C:25]1[CH:34]=[CH:33][C:28]([C:29]([O:31][CH3:32])=[O:30])=[CH:27][CH:26]=1.O, predict the reaction product. The product is: [C:3]([CH2:5][CH2:6][CH2:7][CH2:8][C:9]([CH2:23][CH2:24][C:25]1[CH:34]=[CH:33][C:28]([C:29]([O:31][CH3:32])=[O:30])=[CH:27][CH:26]=1)([C:10]([O:12][CH2:13][CH:14]=[CH2:15])=[O:11])[C:16]([O:18][CH2:19][CH:20]=[CH2:21])=[O:17])#[N:4]. (2) Given the reactants [CH:1]12[CH2:8][CH2:7][CH:4]([CH2:5][CH2:6]1)[C:3](=O)[C:2]2=O.COP([CH2:17][C:18]([C:20]1[CH:25]=[CH:24][C:23]([F:26])=[CH:22][C:21]=1[C:27]([F:30])([F:29])[F:28])=O)(=O)OC.O.[NH2:32][NH2:33], predict the reaction product. The product is: [F:26][C:23]1[CH:24]=[CH:25][C:20]([C:18]2[N:32]=[N:33][C:2]3[CH:1]4[CH2:8][CH2:7][CH:4]([C:3]=3[CH:17]=2)[CH2:5][CH2:6]4)=[C:21]([C:27]([F:30])([F:29])[F:28])[CH:22]=1. (3) Given the reactants [CH3:1][O:2][C:3]([C:5]1[CH:10]=[CH:9][C:8](B(O)O)=[CH:7][CH:6]=1)=[O:4].Cl[C:15]1[CH:20]=[CH:19][C:18]([Cl:21])=[CH:17][N:16]=1, predict the reaction product. The product is: [Cl:21][C:18]1[CH:19]=[CH:20][C:15]([C:8]2[CH:9]=[CH:10][C:5]([C:3]([O:2][CH3:1])=[O:4])=[CH:6][CH:7]=2)=[N:16][CH:17]=1. (4) Given the reactants Cl.[N+:2]([C:5]1[CH:6]=[C:7]([CH:10]=[CH:11][CH:12]=1)[CH2:8][NH2:9])([O-:4])=[O:3].[C:13](O[C:13]([O:15][C:16]([CH3:19])([CH3:18])[CH3:17])=[O:14])([O:15][C:16]([CH3:19])([CH3:18])[CH3:17])=[O:14].C(N(CC)CC)C, predict the reaction product. The product is: [C:16]([O:15][C:13]([NH:9][CH2:8][C:7]1[CH:10]=[CH:11][CH:12]=[C:5]([N+:2]([O-:4])=[O:3])[CH:6]=1)=[O:14])([CH3:19])([CH3:18])[CH3:17]. (5) The product is: [Br:18][C:16]1[CH:17]=[C:10]2[C:11]([CH:12]=[C:3]([O:2][CH3:1])[CH:4]=[N:9]2)=[CH:14][CH:15]=1. Given the reactants [CH3:1][O:2][CH:3](OC)[CH2:4]OC.[NH2:9][C:10]1[CH:17]=[C:16]([Br:18])[CH:15]=[CH:14][C:11]=1[CH:12]=O.O.C1(C)C=CC(S(O)(=O)=O)=CC=1, predict the reaction product. (6) Given the reactants [C:1]([O:5][C:6](=[O:22])[NH:7][C:8]1[CH:13]=[CH:12][C:11]([C:14]2[CH:19]=[CH:18][CH:17]=[C:16]([F:20])[CH:15]=2)=[CH:10][C:9]=1[NH2:21])([CH3:4])([CH3:3])[CH3:2].[N:23]1([C:28]2[CH:29]=[C:30]([C:34]3[O:39]C(C)(C)[O:37][C:36](=O)[CH:35]=3)[CH:31]=[CH:32][CH:33]=2)[CH:27]=[CH:26][N:25]=[CH:24]1, predict the reaction product. The product is: [C:1]([O:5][C:6](=[O:22])[NH:7][C:8]1[CH:13]=[CH:12][C:11]([C:14]2[CH:19]=[CH:18][CH:17]=[C:16]([F:20])[CH:15]=2)=[CH:10][C:9]=1[NH:21][C:36](=[O:37])[CH2:35][C:34]([C:30]1[CH:31]=[CH:32][CH:33]=[C:28]([N:23]2[CH:27]=[CH:26][N:25]=[CH:24]2)[CH:29]=1)=[O:39])([CH3:4])([CH3:2])[CH3:3]. (7) Given the reactants [CH:1]([N:4]1[CH2:9][CH2:8][CH:7]([O:10][C:11]2[CH:19]=[CH:18][C:17]3[N:16]4[CH2:20][CH2:21][NH:22][C:23](=[O:24])[C:15]4=[CH:14][C:13]=3[CH:12]=2)[CH2:6][CH2:5]1)([CH3:3])[CH3:2].[H-].[Na+].Br[CH2:28][CH2:29][O:30][Si:31]([C:34]([CH3:37])([CH3:36])[CH3:35])([CH3:33])[CH3:32], predict the reaction product. The product is: [C:34]([Si:31]([CH3:33])([CH3:32])[O:30][CH2:29][CH2:28][N:22]1[CH2:21][CH2:20][N:16]2[C:17]3[CH:18]=[CH:19][C:11]([O:10][CH:7]4[CH2:8][CH2:9][N:4]([CH:1]([CH3:3])[CH3:2])[CH2:5][CH2:6]4)=[CH:12][C:13]=3[CH:14]=[C:15]2[C:23]1=[O:24])([CH3:37])([CH3:36])[CH3:35].